Dataset: Catalyst prediction with 721,799 reactions and 888 catalyst types from USPTO. Task: Predict which catalyst facilitates the given reaction. (1) Reactant: Cl.[CH3:2][N:3]1[CH2:8][CH2:7][N:6]([CH2:9][C:10]2[CH:11]=[CH:12][C:13]([NH2:16])=[N:14][CH:15]=2)[CH2:5][CH2:4]1.CN(C(ON1N=NC2C=CC=CC1=2)=[N+](C)C)C.[B-](F)(F)(F)F.[CH3:39][C:40]1[CH:45]=[CH:44][CH:43]=[C:42]([CH3:46])[C:41]=1[C:47]1[C:56]2[N:55]=[CH:54][CH:53]=[N:52][C:51]=2[C:50]([C:57](O)=[O:58])=[CH:49][CH:48]=1. Product: [CH3:2][N:3]1[CH2:8][CH2:7][N:6]([CH2:9][C:10]2[CH:11]=[CH:12][C:13]([NH:16][C:57]([C:50]3[C:51]4[N:52]=[CH:53][CH:54]=[N:55][C:56]=4[C:47]([C:41]4[C:42]([CH3:46])=[CH:43][CH:44]=[CH:45][C:40]=4[CH3:39])=[CH:48][CH:49]=3)=[O:58])=[N:14][CH:15]=2)[CH2:5][CH2:4]1. The catalyst class is: 61. (2) Reactant: FC(F)(F)S([O-])(=O)=O.[Sn+2].FC(F)(F)S([O-])(=O)=O.C([C:22]1[S:26][C:25]2=[C:27]([C:30]3[CH:31]=[N:32][CH:33]=[CH:34][CH:35]=3)[N:28]=[CH:29][N:24]2[C:23]=1[CH:36]([O:39][CH3:40])[O:37][CH3:38])(=O)CC.C(O[C@H:45]1[NH:48][C:47](=[O:49])[C@H:46]1[C@H:50]([O:52][Si:53]([C:56]([CH3:59])([CH3:58])[CH3:57])([CH3:55])[CH3:54])[CH3:51])(=O)C.[C:60](=[O:63])(O)[O-].[Na+].[CH2:65](N1CCCCC1)[CH3:66]. Product: [Si:53]([O:52][C@@H:50]([C@@H:46]1[C@@H:45]([C@@H:65]([CH3:66])[C:60]([C:25]2[S:26][C:22]3=[C:23]([CH:36]([O:37][CH3:38])[O:39][CH3:40])[N:24]=[CH:29][N:28]3[C:27]=2[C:30]2[CH:31]=[N:32][CH:33]=[CH:34][CH:35]=2)=[O:63])[NH:48][C:47]1=[O:49])[CH3:51])([C:56]([CH3:57])([CH3:58])[CH3:59])([CH3:54])[CH3:55]. The catalyst class is: 2.